Dataset: Full USPTO retrosynthesis dataset with 1.9M reactions from patents (1976-2016). Task: Predict the reactants needed to synthesize the given product. (1) The reactants are: C([NH:5][S:6]([C:9]1[CH:18]=[CH:17][CH:16]=[C:15]([N+:19]([O-:21])=[O:20])[C:10]=1[C:11]([O:13][CH3:14])=[O:12])(=[O:8])=[O:7])(C)(C)C. Given the product [NH2:5][S:6]([C:9]1[CH:18]=[CH:17][CH:16]=[C:15]([N+:19]([O-:21])=[O:20])[C:10]=1[C:11]([O:13][CH3:14])=[O:12])(=[O:8])=[O:7], predict the reactants needed to synthesize it. (2) Given the product [C:1]([C:3]1[CH:12]=[CH:11][CH:10]=[C:9]2[C:4]=1[C:5](=[O:29])[N:6]([C:23]1[CH:24]=[CH:25][CH:26]=[CH:27][CH:28]=1)[C:7]([C@@H:13]([NH:15][C:16](=[O:22])[O:17][C:18]([CH3:20])([CH3:21])[CH3:19])[CH3:14])=[N:8]2)(=[O:33])[NH2:2], predict the reactants needed to synthesize it. The reactants are: [C:1]([C:3]1[CH:12]=[CH:11][CH:10]=[C:9]2[C:4]=1[C:5](=[O:29])[N:6]([C:23]1[CH:28]=[CH:27][CH:26]=[CH:25][CH:24]=1)[C:7]([C@@H:13]([NH:15][C:16](=[O:22])[O:17][C:18]([CH3:21])([CH3:20])[CH3:19])[CH3:14])=[N:8]2)#[N:2].C1C[O:33]CC1.O. (3) Given the product [Br:1][C:2]1[CH:9]=[CH:8][C:5]([CH2:6][N:22]2[CH2:23][CH2:24][C:19]([O:18][CH3:17])([CH3:25])[CH2:20][CH2:21]2)=[CH:4][CH:3]=1, predict the reactants needed to synthesize it. The reactants are: [Br:1][C:2]1[CH:9]=[CH:8][C:5]([CH2:6]Br)=[CH:4][CH:3]=1.C(N(CC)CC)C.[CH3:17][O:18][C:19]1([CH3:25])[CH2:24][CH2:23][NH:22][CH2:21][CH2:20]1. (4) Given the product [C:41]([O:8][C:9]([NH:11][C@H:12]1[CH2:18][CH2:17][CH2:16][N:15]([C:19]([O:21][CH2:22][C:23]2[CH:24]=[CH:25][CH:26]=[CH:27][CH:28]=2)=[O:20])[CH2:14][CH2:13]1)=[O:10])([CH3:44])([CH3:43])[CH3:42], predict the reactants needed to synthesize it. The reactants are: O=C1CCC(=O)N1[O:8][C:9]([NH:11][C@H:12]1[CH2:18][CH2:17][CH2:16][N:15]([C:19]([O:21][CH2:22][C:23]2[CH:28]=[CH:27][CH:26]=[CH:25][CH:24]=2)=[O:20])[CH2:14][CH2:13]1)=[O:10].CCN(C(C)C)C(C)C.C(OC(O[C:41]([CH3:44])([CH3:43])[CH3:42])=O)(O[C:41]([CH3:44])([CH3:43])[CH3:42])=O. (5) Given the product [N+:11]([CH2:14][C@@H:15]([C:16]1[CH:21]=[CH:20][CH:19]=[CH:18][CH:17]=1)[C:9](=[O:10])[CH2:8][CH2:7][C:1]1[CH:6]=[CH:5][CH:4]=[CH:3][CH:2]=1)([O-:13])=[O:12], predict the reactants needed to synthesize it. The reactants are: [C:1]1([CH2:7][CH2:8][CH:9]=[O:10])[CH:6]=[CH:5][CH:4]=[CH:3][CH:2]=1.[N+:11](/[CH:14]=[CH:15]/[C:16]1[CH:21]=[CH:20][CH:19]=[CH:18][CH:17]=1)([O-:13])=[O:12].CCOCC.[Na+].[Cl-]. (6) Given the product [CH3:26][N:27]1[C:32]2[CH:33]=[C:34]([C:37]([CH2:38][N:39]3[CH2:44][CH2:43][N:42]([C:45]4[CH:54]=[CH:53][CH:52]=[C:51]5[C:46]=4[CH:47]=[CH:48][C:49]([CH3:55])=[N:50]5)[CH2:41][CH2:40]3)=[CH2:2])[CH:35]=[CH:36][C:31]=2[O:30][C:29](=[O:57])[CH2:28]1, predict the reactants needed to synthesize it. The reactants are: [Br-].[C:2]1([PH+](C2C=CC=CC=2)C2C=CC=CC=2)C=CC=CC=1.C([Li])CCC.[CH3:26][N:27]1[C:32]2[CH:33]=[C:34]([C:37](=O)[CH2:38][N:39]3[CH2:44][CH2:43][N:42]([C:45]4[CH:54]=[CH:53][CH:52]=[C:51]5[C:46]=4[CH:47]=[CH:48][C:49]([CH3:55])=[N:50]5)[CH2:41][CH2:40]3)[CH:35]=[CH:36][C:31]=2[O:30][C:29](=[O:57])[CH2:28]1. (7) Given the product [CH3:1][N:2]([CH3:32])[C:3]1[CH:8]=[CH:7][CH:6]=[C:5]([S:9][C:10]2[CH:11]=[C:12]3[C:18]([C:19]4[CH:20]=[N:21][N:22]([CH3:24])[CH:23]=4)=[CH:17][NH:16][C:13]3=[N:14][CH:15]=2)[CH:4]=1, predict the reactants needed to synthesize it. The reactants are: [CH3:1][N:2]([CH3:32])[C:3]1[CH:8]=[CH:7][CH:6]=[C:5]([S:9][C:10]2[CH:11]=[C:12]3[C:18]([C:19]4[CH:20]=[N:21][N:22]([CH3:24])[CH:23]=4)=[CH:17][N:16](OCC[Si](C)(C)C)[C:13]3=[N:14][CH:15]=2)[CH:4]=1.Cl.